This data is from Full USPTO retrosynthesis dataset with 1.9M reactions from patents (1976-2016). The task is: Predict the reactants needed to synthesize the given product. (1) Given the product [CH3:15][N:14]1[C:9]2=[CH:10][N:11]=[CH:12][CH:13]=[C:8]2[CH:7]=[C:6]1[C:4]([OH:5])=[O:3], predict the reactants needed to synthesize it. The reactants are: C([O:3][C:4]([C:6]1[N:14]([CH3:15])[C:9]2=[CH:10][N:11]=[CH:12][CH:13]=[C:8]2[CH:7]=1)=[O:5])C.[OH-].[Na+].CC(O)=O. (2) Given the product [CH2:12]([O:8][C:7]1[C:2]([I:1])=[N:3][C:4]([CH3:9])=[CH:5][CH:6]=1)[C:13]1[CH:18]=[CH:17][CH:16]=[CH:15][CH:14]=1, predict the reactants needed to synthesize it. The reactants are: [I:1][C:2]1[C:7]([OH:8])=[CH:6][CH:5]=[C:4]([CH3:9])[N:3]=1.[H-].[Na+].[CH2:12](Br)[C:13]1[CH:18]=[CH:17][CH:16]=[CH:15][CH:14]=1.[NH4+].[Cl-]. (3) Given the product [Cl:18][C:15]1[CH:16]=[CH:17][C:12]([O:2][C:1]2[CH:8]=[CH:7][C:5]([OH:6])=[CH:4][CH:3]=2)=[C:13]([N+:19]([O-:21])=[O:20])[CH:14]=1, predict the reactants needed to synthesize it. The reactants are: [C:1]1([CH:8]=[CH:7][C:5]([OH:6])=[CH:4][CH:3]=1)[OH:2].[OH-].[K+].Cl[C:12]1[CH:17]=[CH:16][C:15]([Cl:18])=[CH:14][C:13]=1[N+:19]([O-:21])=[O:20].Cl. (4) Given the product [CH2:1]([O:3][C:4]([C@@H:6]1[CH2:11][CH2:10][C@@H:9]([NH:22][C@@H:15]([C:16]2[CH:21]=[CH:20][CH:19]=[CH:18][CH:17]=2)[CH3:14])[C@@H:8]([F:13])[CH2:7]1)=[O:5])[CH3:2], predict the reactants needed to synthesize it. The reactants are: [CH2:1]([O:3][C:4]([C@@H:6]1[CH2:11][CH2:10][C:9](=O)[C@@H:8]([F:13])[CH2:7]1)=[O:5])[CH3:2].[CH3:14][C@@H:15]([NH2:22])[C:16]1[CH:21]=[CH:20][CH:19]=[CH:18][CH:17]=1.C(O[BH-](OC(=O)C)OC(=O)C)(=O)C.[Na+].N. (5) Given the product [CH3:1][O:2][C:3](=[O:29])[CH:4]=[C:5]([C:7]1[CH:28]=[CH:27][C:10]2[S:11][CH:12]=[C:13]([C:14]3[CH:19]=[C:18]([CH:20]([CH3:22])[CH3:21])[CH:17]=[C:16]([CH:23]([CH3:24])[CH3:25])[C:15]=3[O:26][CH2:33][CH2:34][CH2:35][F:36])[C:9]=2[CH:8]=1)[CH3:6], predict the reactants needed to synthesize it. The reactants are: [CH3:1][O:2][C:3](=[O:29])[CH:4]=[C:5]([C:7]1[CH:28]=[CH:27][C:10]2[S:11][CH:12]=[C:13]([C:14]3[CH:19]=[C:18]([CH:20]([CH3:22])[CH3:21])[CH:17]=[C:16]([CH:23]([CH3:25])[CH3:24])[C:15]=3[OH:26])[C:9]=2[CH:8]=1)[CH3:6].[F-].[Cs+].Br[CH2:33][CH2:34][CH2:35][F:36].O. (6) Given the product [F:1][C:2]1[CH:7]=[C:6]([C:8]([F:11])([F:10])[F:9])[CH:5]=[CH:4][C:3]=1[C:12]1[N:17]=[CH:16][N:15]=[C:14]([NH:18][C:19]2[CH:20]=[CH:21][C:22]([OH:25])=[CH:23][CH:24]=2)[C:13]=1[N+:27]([O-:29])=[O:28], predict the reactants needed to synthesize it. The reactants are: [F:1][C:2]1[CH:7]=[C:6]([C:8]([F:11])([F:10])[F:9])[CH:5]=[CH:4][C:3]=1[C:12]1[N:17]=[CH:16][N:15]=[C:14]([NH:18][C:19]2[CH:24]=[CH:23][C:22]([O:25]C)=[CH:21][CH:20]=2)[C:13]=1[N+:27]([O-:29])=[O:28].B(Br)(Br)Br.CO.O. (7) Given the product [C:31](/[CH:30]=[CH:29]/[C:28]([O-:35])=[O:34])([OH:33])=[O:32].[C:1]12([C:11]3[CH:27]=[CH:26][C:14]([O:15][CH2:16][C:17]([N:19]4[CH2:24][CH2:23][NH+:22]([CH3:25])[CH2:21][CH2:20]4)=[O:18])=[CH:13][CH:12]=3)[CH2:10][CH:5]3[CH2:6][CH:7]([CH2:9][CH:3]([CH2:4]3)[CH2:2]1)[CH2:8]2, predict the reactants needed to synthesize it. The reactants are: [C:1]12([C:11]3[CH:27]=[CH:26][C:14]([O:15][CH2:16][C:17]([N:19]4[CH2:24][CH2:23][N:22]([CH3:25])[CH2:21][CH2:20]4)=[O:18])=[CH:13][CH:12]=3)[CH2:10][CH:5]3[CH2:6][CH:7]([CH2:9][CH:3]([CH2:4]3)[CH2:2]1)[CH2:8]2.[C:28]([OH:35])(=[O:34])/[CH:29]=[CH:30]/[C:31]([OH:33])=[O:32]. (8) Given the product [CH2:12]([O:11][C:9]([N:8]1[CH2:36][CH:35]=[C:34]([C:31]2[CH:30]=[CH:29][C:28]([O:53][CH2:54][CH2:55][N:56]3[CH2:61][CH2:60][N:59]([C:62]([O:64][C:65]([CH3:68])([CH3:67])[CH3:66])=[O:63])[CH2:58][CH2:57]3)=[CH:33][CH:32]=2)[CH2:39][CH2:38]1)=[O:10])[C:14]1[CH:73]=[CH:74][CH:69]=[CH:70][CH:71]=1, predict the reactants needed to synthesize it. The reactants are: [CH3:14][CH:12]([O:11][C:9](/[N:8]=[N:8]/[C:9]([O:11][CH:12]([CH3:14])C)=[O:10])=[O:10])C.C(N1CCN(CCCO[C:28]2[CH:33]=[CH:32][C:31]([CH:34]3[CH2:39][CH2:38]N(C4CCC5N(C(C(F)(F)F)=NN=5)N=4)[CH2:36][CH2:35]3)=[CH:30][CH:29]=2)CC1)(=O)C.[OH:53][CH2:54][CH2:55][N:56]1[CH2:61][CH2:60][N:59]([C:62]([O:64][C:65]([CH3:68])([CH3:67])[CH3:66])=[O:63])[CH2:58][CH2:57]1.[C:69]1(P([C:69]2[CH:74]=[CH:73]C=[CH:71][CH:70]=2)[C:69]2[CH:74]=[CH:73]C=[CH:71][CH:70]=2)[CH:74]=[CH:73]C=[CH:71][CH:70]=1. (9) Given the product [F:46][CH2:33][CH:30]1[O:29][C:28]([C:26]2[NH:27][C:23]([C:8]3[CH:9]=[C:10]([O:12][C:13]4[CH:18]=[CH:17][C:16]([S:19]([CH3:22])(=[O:21])=[O:20])=[CH:15][CH:14]=4)[CH:11]=[C:6]([O:5][C@@H:4]([CH3:35])[CH2:3][O:2][CH3:1])[CH:7]=3)=[CH:24][CH:25]=2)=[N:32][CH2:31]1, predict the reactants needed to synthesize it. The reactants are: [CH3:1][O:2][CH2:3][C@H:4]([CH3:35])[O:5][C:6]1[CH:7]=[C:8]([C:23]2[NH:27][C:26]([C:28]3[O:29][CH:30]([CH2:33]O)[CH2:31][N:32]=3)=[CH:25][CH:24]=2)[CH:9]=[C:10]([O:12][C:13]2[CH:18]=[CH:17][C:16]([S:19]([CH3:22])(=[O:21])=[O:20])=[CH:15][CH:14]=2)[CH:11]=1.COCCN(S(F)(F)[F:46])CCOC.C(=O)([O-])O.[Na+]. (10) Given the product [Br:1][C:2]1[C:3]([O:13][CH3:14])=[C:4]([Br:12])[C:5]2[S:9][C:8]([NH:10][C:25]([NH:24][CH2:22][CH3:23])=[O:26])=[N:7][C:6]=2[CH:11]=1, predict the reactants needed to synthesize it. The reactants are: [Br:1][C:2]1[C:3]([O:13][CH3:14])=[C:4]([Br:12])[C:5]2[S:9][C:8]([NH2:10])=[N:7][C:6]=2[CH:11]=1.C(N(CC)CC)C.[CH2:22]([N:24]=[C:25]=[O:26])[CH3:23].